This data is from Forward reaction prediction with 1.9M reactions from USPTO patents (1976-2016). The task is: Predict the product of the given reaction. The product is: [N:1]1[C:10]2[C:5](=[N:6][CH:7]=[CH:8][CH:9]=2)[CH:4]=[CH:3][C:2]=1[C:11]1[S:24][C:23]([NH2:25])=[N:22][C:12]=1[C:14]1[CH:19]=[CH:18][CH:17]=[CH:16][N:15]=1. Given the reactants [N:1]1[C:10]2[C:5](=[N:6][CH:7]=[CH:8][CH:9]=2)[CH:4]=[CH:3][C:2]=1[CH2:11][C:12]([C:14]1[CH:19]=[CH:18][CH:17]=[CH:16][N:15]=1)=O.BrBr.[NH2:22][C:23]([NH2:25])=[S:24].N, predict the reaction product.